From a dataset of Forward reaction prediction with 1.9M reactions from USPTO patents (1976-2016). Predict the product of the given reaction. (1) The product is: [ClH:19].[Cl:19][C:16]1[CH:17]=[CH:18][C:11]2[CH2:10][CH2:9][NH:8][CH2:14][CH2:13][C:12]=2[C:15]=1[S:20][CH2:21][C:28]1[CH:33]=[CH:32][C:31]([O:34][CH2:35][C:36]([CH3:39])([CH3:38])[CH3:37])=[CH:30][CH:29]=1. Given the reactants C(OC([N:8]1[CH2:14][CH2:13][C:12]2[C:15]([S:20][C:21](=O)N(C)C)=[C:16]([Cl:19])[CH:17]=[CH:18][C:11]=2[CH2:10][CH2:9]1)=O)(C)(C)C.BrC[C:28]1[CH:33]=[CH:32][C:31]([O:34][CH2:35][C:36]([CH3:39])([CH3:38])[CH3:37])=[CH:30][CH:29]=1, predict the reaction product. (2) Given the reactants [CH2:1]([C:5]1[CH:6]=[C:7]2[C:12](=[C:13]([O:15][CH:16]3[CH2:21][CH2:20][N:19]([CH2:22][CH2:23][CH2:24][C:25]([OH:27])=O)[CH2:18][CH2:17]3)[CH:14]=1)[N:11]=[CH:10][CH:9]=[CH:8]2)[CH2:2][CH2:3][CH3:4].CN(C(ON1N=NC2C=CC=CC1=2)=[N+](C)C)C.[B-](F)(F)(F)F.[C:50]([NH2:54])([CH3:53])([CH3:52])[CH3:51].[ClH:55], predict the reaction product. The product is: [ClH:55].[ClH:55].[CH2:1]([C:5]1[CH:6]=[C:7]2[C:12](=[C:13]([O:15][CH:16]3[CH2:17][CH2:18][N:19]([CH2:22][CH2:23][CH2:24][C:25]([NH:54][C:50]([CH3:53])([CH3:52])[CH3:51])=[O:27])[CH2:20][CH2:21]3)[CH:14]=1)[N:11]=[CH:10][CH:9]=[CH:8]2)[CH2:2][CH2:3][CH3:4]. (3) The product is: [CH:22]1([C:25]2[CH:30]=[CH:29][C:28]([C:11](=[O:16])[C:12]([NH:13][C:9](=[O:10])[C:3]3[C:2]([F:1])=[CH:7][CH:6]=[CH:5][C:4]=3[F:8])([CH3:15])[CH3:14])=[CH:27][CH:26]=2)[CH2:24][CH2:23]1. Given the reactants [F:1][C:2]1[CH:7]=[CH:6][CH:5]=[C:4]([F:8])[C:3]=1[C:9]1[O:10][C:11](=[O:16])[C:12]([CH3:15])([CH3:14])[N:13]=1.[Cl-].[Cl-].[Cl-].[Al+3].Cl.[CH:22]1([C:25]2[CH:30]=[CH:29][CH:28]=[CH:27][CH:26]=2)[CH2:24][CH2:23]1, predict the reaction product.